Dataset: Full USPTO retrosynthesis dataset with 1.9M reactions from patents (1976-2016). Task: Predict the reactants needed to synthesize the given product. (1) Given the product [CH2:20]([O:19][C:16]1[CH:17]=[CH:18][C:13]([C:9]2[CH:10]=[CH:11][CH:12]=[C:7]([CH2:6][N:39]3[C:40]4[C:45](=[CH:44][CH:43]=[CH:42][CH:41]=4)[C:37]([C:34]4[CH:33]=[CH:32][C:31]([C:27]([CH3:30])([CH3:28])[CH3:29])=[CH:36][CH:35]=4)=[C:38]3[C:46]([O:48][CH2:49][CH3:50])=[O:47])[CH:8]=2)=[CH:14][CH:15]=1)[C:21]1[CH:22]=[CH:23][CH:24]=[CH:25][CH:26]=1, predict the reactants needed to synthesize it. The reactants are: CS(O[CH2:6][C:7]1[CH:8]=[C:9]([C:13]2[CH:18]=[CH:17][C:16]([O:19][CH2:20][C:21]3[CH:26]=[CH:25][CH:24]=[CH:23][CH:22]=3)=[CH:15][CH:14]=2)[CH:10]=[CH:11][CH:12]=1)(=O)=O.[C:27]([C:31]1[CH:36]=[CH:35][C:34]([C:37]2[C:45]3[C:40](=[CH:41][CH:42]=[CH:43][CH:44]=3)[NH:39][C:38]=2[C:46]([O:48][CH2:49][CH3:50])=[O:47])=[CH:33][CH:32]=1)([CH3:30])([CH3:29])[CH3:28].C([O-])([O-])=O.[K+].[K+].CCOC(C)=O. (2) Given the product [CH3:9][O:8][C:7]1[N:6]=[C:5]([S:10][CH3:11])[N:4]=[C:3]([NH:12][C@H:13]2[C@@H:17]3[O:18][C:19]([CH3:22])([CH3:21])[O:20][C@@H:16]3[C@@H:15]([CH2:23][OH:24])[CH2:14]2)[C:2]=1[C:26]1[S:25][C:33]2[CH:32]=[CH:31][N:30]=[CH:29][C:28]=2[N:27]=1, predict the reactants needed to synthesize it. The reactants are: I[C:2]1[C:3]([NH:12][C@H:13]2[C@@H:17]3[O:18][C:19]([CH3:22])([CH3:21])[O:20][C@@H:16]3[C@@H:15]([CH2:23][OH:24])[CH2:14]2)=[N:4][C:5]([S:10][CH3:11])=[N:6][C:7]=1[O:8][CH3:9].[S:25]1[C:33]2[CH:32]=[CH:31][N:30]=[CH:29][C:28]=2[N:27]=[CH:26]1.C(=O)([O-])[O-].[Cs+].[Cs+]. (3) Given the product [OH:9][CH2:8][C:10]1[S:7][C:1]([CH2:2][CH:3]([CH3:5])[CH3:4])=[N:6][CH:11]=1, predict the reactants needed to synthesize it. The reactants are: [C:1](=[S:7])([NH2:6])[CH2:2][CH:3]([CH3:5])[CH3:4].[CH:8]([CH:10](Cl)[C:11](OCC)=O)=[O:9].O.C(=O)(O)[O-].[Na+]. (4) Given the product [ClH:44].[F:43][CH:2]([F:1])[C:3]1[N:7]([C:8]2[N:13]=[C:12]([N:14]3[CH2:15][CH2:16][O:17][CH2:18][CH2:19]3)[N:11]=[C:10]([N:20]([CH:27]3[CH2:32][CH2:31][CH2:30][N:29]([S:33]([CH3:36])(=[O:35])=[O:34])[CH2:28]3)[CH2:21][CH2:22][CH2:23][N:24]([CH3:25])[CH3:26])[N:9]=2)[C:6]2[CH:37]=[CH:38][CH:39]=[C:40]([O:41][CH3:42])[C:5]=2[N:4]=1, predict the reactants needed to synthesize it. The reactants are: [F:1][CH:2]([F:43])[C:3]1[N:7]([C:8]2[N:13]=[C:12]([N:14]3[CH2:19][CH2:18][O:17][CH2:16][CH2:15]3)[N:11]=[C:10]([N:20]([CH:27]3[CH2:32][CH2:31][CH2:30][N:29]([S:33]([CH3:36])(=[O:35])=[O:34])[CH2:28]3)[CH2:21][CH2:22][CH2:23][N:24]([CH3:26])[CH3:25])[N:9]=2)[C:6]2[CH:37]=[CH:38][CH:39]=[C:40]([O:41][CH3:42])[C:5]=2[N:4]=1.[ClH:44]. (5) Given the product [CH3:1][C:2]1([CH3:25])[S:6][C@@H:5]2[C@H:7]([NH:10][C:11]([C@H:13]([NH2:21])[C:14]3[CH:15]=[CH:16][C:17]([OH:20])=[CH:18][CH:19]=3)=[O:12])[C:8](=[O:9])[N:4]2[C@H:3]1[C:22]([O-:24])=[O:23].[Na+:30], predict the reactants needed to synthesize it. The reactants are: [CH3:1][C:2]1([CH3:25])[S:6][C@@H:5]2[C@H:7]([NH:10][C:11]([C@H:13]([NH2:21])[C:14]3[CH:19]=[CH:18][C:17]([OH:20])=[CH:16][CH:15]=3)=[O:12])[C:8](=[O:9])[N:4]2[C@H:3]1[C:22]([OH:24])=[O:23].O.O.O.[OH-].[Na+:30]. (6) Given the product [Cl:1][C:2]1[CH:8]=[CH:7][CH:6]=[C:5]([F:9])[C:3]=1[NH:4][C:12]1[CH:17]=[CH:16][C:15]([CH3:18])=[CH:14][CH:13]=1, predict the reactants needed to synthesize it. The reactants are: [Cl:1][C:2]1[CH:8]=[CH:7][CH:6]=[C:5]([F:9])[C:3]=1[NH2:4].CO[C:12]1[CH2:17][CH:16]=[C:15]([CH3:18])[CH2:14][CH:13]=1.II.